This data is from Forward reaction prediction with 1.9M reactions from USPTO patents (1976-2016). The task is: Predict the product of the given reaction. (1) Given the reactants Cl.[Br:2][C:3]1[CH:8]=[CH:7][N:6]=[CH:5][CH:4]=1.C([N-]C(C)C)(C)C.[Li+].CN([CH:20]=[O:21])C, predict the reaction product. The product is: [Br:2][C:3]1[CH:8]=[CH:7][N:6]=[CH:5][C:4]=1[CH:20]=[O:21]. (2) Given the reactants Cl.[CH3:2][N:3]1[CH:7]=[C:6]([C:8]2[N:13]=[C:12]([C:14]3[CH:15]=[N:16][N:17]([C:19]4([CH2:23][C:24]#[N:25])[CH2:22][NH:21][CH2:20]4)[CH:18]=3)[N:11]3[CH:26]=[CH:27][N:28]=[C:10]3[CH:9]=2)[CH:5]=[N:4]1.C(#N)C.C([O-])([O-])=O.[K+].[K+].Br[C:39]1[N:44]=[CH:43][CH:42]=[CH:41][N:40]=1, predict the reaction product. The product is: [CH3:2][N:3]1[CH:7]=[C:6]([C:8]2[N:13]=[C:12]([C:14]3[CH:15]=[N:16][N:17]([C:19]4([CH2:23][C:24]#[N:25])[CH2:22][N:21]([C:39]5[N:44]=[CH:43][CH:42]=[CH:41][N:40]=5)[CH2:20]4)[CH:18]=3)[N:11]3[CH:26]=[CH:27][N:28]=[C:10]3[CH:9]=2)[CH:5]=[N:4]1. (3) Given the reactants [C:1]([O:5][C:6]([N:8]1[CH2:13][CH:12]=[C:11]([C:14]2[C:22]3[S:21][C:20]([NH:23][C:24]([C:26]4[CH:31]=[C:30]([O:32][CH3:33])[N:29]=[C:28](Cl)[CH:27]=4)=[O:25])=[N:19][C:18]=3[C:17]([O:35][CH3:36])=[CH:16][CH:15]=2)[CH2:10][CH2:9]1)=[O:7])([CH3:4])([CH3:3])[CH3:2].C1COCC1.C(N(CC)CC)C, predict the reaction product. The product is: [C:1]([O:5][C:6]([N:8]1[CH2:13][CH2:12][CH:11]([C:14]2[C:22]3[S:21][C:20]([NH:23][C:24]([C:26]4[CH:27]=[CH:28][N:29]=[C:30]([O:32][CH3:33])[CH:31]=4)=[O:25])=[N:19][C:18]=3[C:17]([O:35][CH3:36])=[CH:16][CH:15]=2)[CH2:10][CH2:9]1)=[O:7])([CH3:4])([CH3:3])[CH3:2]. (4) Given the reactants Cl[C:2]1[CH:7]=[C:6]([Cl:8])[N:5]=[CH:4][N:3]=1.[F:9][C:10]1[CH:11]=[CH:12][C:13]([OH:37])=[C:14]([CH:36]=1)[CH2:15][NH:16][C:17]([NH:19][C:20]1[N:24]([C:25]2[CH:30]=[CH:29][C:28]([CH3:31])=[CH:27][CH:26]=2)[N:23]=[C:22]([C:32]([CH3:35])([CH3:34])[CH3:33])[CH:21]=1)=[O:18].[OH-].[Na+].[Cl-].[NH4+], predict the reaction product. The product is: [Cl:8][C:6]1[N:5]=[CH:4][N:3]=[C:2]([O:37][C:13]2[CH:12]=[CH:11][C:10]([F:9])=[CH:36][C:14]=2[CH2:15][NH:16][C:17]([NH:19][C:20]2[N:24]([C:25]3[CH:26]=[CH:27][C:28]([CH3:31])=[CH:29][CH:30]=3)[N:23]=[C:22]([C:32]([CH3:34])([CH3:35])[CH3:33])[CH:21]=2)=[O:18])[CH:7]=1. (5) Given the reactants [CH3:1][O:2][C:3]([O:6][CH3:7])([CH3:5])[CH3:4].C1(C)C=CC(S([O-])(=O)=O)=CC=1.[NH+]1C=CC=CC=1.[I:25][C:26](=[CH2:32])[CH2:27][C@H](O)CO, predict the reaction product. The product is: [I:25][C:26](=[CH2:27])[CH2:32][C@H:1]1[CH2:7][O:6][C:3]([CH3:5])([CH3:4])[O:2]1. (6) Given the reactants [CH:1]1([CH2:4][O:5][C:6]2[CH:11]=[CH:10][C:9]([N:12]=[N:13][C:14]3[CH:19]=[CH:18][C:17]([OH:20])=[CH:16][CH:15]=3)=[C:8]([N+:21]([O-])=O)[CH:7]=2)[CH2:3][CH2:2]1.P(OCC)(OCC)OCC, predict the reaction product. The product is: [CH:1]1([CH2:4][O:5][C:6]2[CH:11]=[CH:10][C:9]3=[N:12][N:13]([C:14]4[CH:19]=[CH:18][C:17]([OH:20])=[CH:16][CH:15]=4)[N:21]=[C:8]3[CH:7]=2)[CH2:3][CH2:2]1.